From a dataset of Forward reaction prediction with 1.9M reactions from USPTO patents (1976-2016). Predict the product of the given reaction. (1) Given the reactants [F:1][C:2]([F:30])([F:29])[C:3]1[CH:4]=[C:5]([C:9]2[CH2:13][CH:12]([C:14]([N:16]3[CH2:20][CH2:19][C@H:18]([NH:21]C(=O)OC(C)(C)C)[CH2:17]3)=[O:15])[O:11][N:10]=2)[CH:6]=[CH:7][CH:8]=1.[ClH:31], predict the reaction product. The product is: [ClH:31].[F:29][C:2]([F:1])([F:30])[C:3]1[CH:4]=[C:5]([C:9]2[CH2:13][CH:12]([C:14]([N:16]3[CH2:20][CH2:19][C@H:18]([NH2:21])[CH2:17]3)=[O:15])[O:11][N:10]=2)[CH:6]=[CH:7][CH:8]=1. (2) Given the reactants F[C:2]1[CH:18]=[CH:17][C:5]([CH2:6][C:7]2[CH:16]=[CH:15][CH:14]=[CH:13][C:8]=2[C:9]([NH:11][CH3:12])=O)=[CH:4][CH:3]=1.Cl, predict the reaction product. The product is: [CH2:6]([C:7]1[CH:16]=[CH:15][CH:14]=[CH:13][C:8]=1[CH2:9][NH:11][CH3:12])[C:5]1[CH:4]=[CH:3][CH:2]=[CH:18][CH:17]=1. (3) Given the reactants CN(C(ON1N=N[C:11]2[CH:12]=[CH:13][CH:14]=[N:15][C:10]1=2)=[N+](C)C)C.[F:18][P-](F)(F)(F)(F)F.[CH3:25][O:26][C:27]1[CH:28]=CC(NS(C)(=O)=O)=C(C=1)C(O)=O.C(N(CC)CC)C.[OH2:48], predict the reaction product. The product is: [NH2:15][C:10]1[C:11]([F:18])=[CH:12][CH:13]=[CH:14][C:28]=1[C:27]([O:26][CH3:25])=[O:48]. (4) Given the reactants [OH:1][C:2]1[CH:7]=[CH:6][CH:5]=[CH:4][C:3]=1[S:8][CH3:9].F[C:11]1[CH:16]=[CH:15][CH:14]=[CH:13][C:12]=1[N+:17]([O-:19])=[O:18].[CH3:20][S:21][C:22]1[CH:35]=[CH:34][CH:33]=[CH:32][C:23]=1[O:24][C:25]1[CH:31]=[CH:30][CH:29]=[CH:28][C:26]=1[NH2:27].[NH2:36][C:37]1[S:38][CH:39]=[CH:40][N:41]=1, predict the reaction product. The product is: [CH3:9][S:8][C:3]1[CH:4]=[CH:5][CH:6]=[CH:7][C:2]=1[O:1][C:11]1[CH:16]=[CH:15][CH:14]=[CH:13][C:12]=1[N+:17]([O-:19])=[O:18].[CH3:20][S:21][C:22]1[CH:35]=[CH:34][CH:33]=[CH:32][C:23]=1[O:24][C:25]1[CH:31]=[CH:30][CH:29]=[CH:28][C:26]=1[NH:27][C:2]([NH:36][C:37]1[S:38][CH:39]=[CH:40][N:41]=1)=[O:1]. (5) Given the reactants [CH3:1][O:2][C:3](=[O:18])[C:4]1[CH:9]=[CH:8][CH:7]=[C:6]([C:10](=O)[C:11]2[CH:16]=[CH:15][CH:14]=[CH:13][CH:12]=2)[CH:5]=1.C([SiH](CC)CC)C, predict the reaction product. The product is: [CH3:1][O:2][C:3](=[O:18])[C:4]1[CH:9]=[CH:8][CH:7]=[C:6]([CH2:10][C:11]2[CH:16]=[CH:15][CH:14]=[CH:13][CH:12]=2)[CH:5]=1.